This data is from NCI-60 drug combinations with 297,098 pairs across 59 cell lines. The task is: Regression. Given two drug SMILES strings and cell line genomic features, predict the synergy score measuring deviation from expected non-interaction effect. Drug 1: CS(=O)(=O)CCNCC1=CC=C(O1)C2=CC3=C(C=C2)N=CN=C3NC4=CC(=C(C=C4)OCC5=CC(=CC=C5)F)Cl. Drug 2: CC1=C(C(=O)C2=C(C1=O)N3CC4C(C3(C2COC(=O)N)OC)N4)N. Cell line: UACC62. Synergy scores: CSS=32.6, Synergy_ZIP=0.832, Synergy_Bliss=0.192, Synergy_Loewe=-26.2, Synergy_HSA=-0.527.